Dataset: Reaction yield outcomes from USPTO patents with 853,638 reactions. Task: Predict the reaction yield, written as a fraction of the theoretical maximum amount of product (1.0 means a 100% yield; for example, 0.34 means a 34% yield). (1) The reactants are C(O[CH:4]=[C:5]([C:11]([O:13]CC)=O)[C:6]([O:8][CH2:9][CH3:10])=[O:7])C.[C:16]([O:19][CH2:20][CH:21]1[CH2:29][C:28]2[C:23](=[CH:24][CH:25]=[C:26]([I:30])[CH:27]=2)[NH:22]1)(=[O:18])[CH3:17]. No catalyst specified. The product is [C:16]([O:19][CH2:20][CH:21]1[N:22]2[C:23]3[C:24]([C:11](=[O:13])[C:5]([C:6]([O:8][CH2:9][CH3:10])=[O:7])=[CH:4]2)=[CH:25][C:26]([I:30])=[CH:27][C:28]=3[CH2:29]1)(=[O:18])[CH3:17]. The yield is 0.880. (2) The reactants are [CH:1]1N=C[N:3]([C:6]([N:8]2C=N[CH:10]=[CH:9]2)=[O:7])[CH:2]=1.[C:13]([C:17]1[CH:18]=[CH:19][C:20]([C:24]2[CH:28]=[C:27]([CH3:29])[NH:26][C:25]=2[CH3:30])=C(C=1)N)([CH3:16])([CH3:15])[CH3:14].[CH3:31][NH:32][C:33]([C:35]1[CH:40]=[C:39]([O:41][C:42]2[CH:48]=CC(N)=[CH:44][CH:43]=2)[CH:38]=[CH:37][N:36]=1)=[O:34]. The catalyst is C(Cl)Cl.CCOC(C)=O. The product is [C:13]([C:17]1[CH:18]=[CH:19][C:20]([C:24]2[CH:28]=[C:27]([CH3:29])[NH:26][C:25]=2[CH3:30])=[C:9]([NH:8][C:6]([NH:3][C:2]2[CH:1]=[CH:48][C:42]([O:41][C:39]3[CH:38]=[CH:37][N:36]=[C:35]([C:33](=[O:34])[NH:32][CH3:31])[CH:40]=3)=[CH:43][CH:44]=2)=[O:7])[CH:10]=1)([CH3:14])([CH3:15])[CH3:16]. The yield is 0.240.